Predict which catalyst facilitates the given reaction. From a dataset of Catalyst prediction with 721,799 reactions and 888 catalyst types from USPTO. (1) Reactant: [Br:1][C:2]1[CH:7]=[CH:6][N:5]=[C:4]2[N:8]([S:12]([C:15]3[CH:20]=[CH:19][CH:18]=[CH:17][CH:16]=3)(=[O:14])=[O:13])[C:9](I)=[CH:10][C:3]=12.CC1(C)C(C)(C)OB([C:29]2[CH2:34][CH2:33][N:32]([C:35]([O:37][C:38]([CH3:41])([CH3:40])[CH3:39])=[O:36])[CH2:31][CH:30]=2)O1.C(=O)(O)[O-].[Na+]. Product: [Br:1][C:2]1[CH:7]=[CH:6][N:5]=[C:4]2[N:8]([S:12]([C:15]3[CH:20]=[CH:19][CH:18]=[CH:17][CH:16]=3)(=[O:14])=[O:13])[C:9]([C:29]3[CH2:34][CH2:33][N:32]([C:35]([O:37][C:38]([CH3:41])([CH3:40])[CH3:39])=[O:36])[CH2:31][CH:30]=3)=[CH:10][C:3]=12. The catalyst class is: 427. (2) Reactant: [N+:1]([C:4]1[CH:8]=[C:7]([C:9]([O:11][CH3:12])=[O:10])[NH:6][N:5]=1)([O-])=O.C([O-])=O.[NH4+]. Product: [NH2:1][C:4]1[CH:8]=[C:7]([C:9]([O:11][CH3:12])=[O:10])[NH:6][N:5]=1. The catalyst class is: 29. (3) The catalyst class is: 68. Product: [CH3:1][C:2]1[N:3]([CH2:14][C:15]([OH:17])=[O:16])[C:4]2[CH2:5][C:6]([CH3:12])([CH3:13])[CH2:7][C:8](=[O:11])[C:9]=2[C:10]=1[S:21](=[O:24])(=[O:22])[N:3]([CH3:2])[C:4]1[CH:5]=[CH:6][CH:7]=[CH:8][CH:9]=1. Reactant: [CH3:1][C:2]1[N:3]([CH2:14][C:15]([O:17]CC)=[O:16])[C:4]2[CH2:5][C:6]([CH3:13])([CH3:12])[CH2:7][C:8](=[O:11])[C:9]=2[CH:10]=1.Cl[S:21]([OH:24])(=O)=[O:22]. (4) Reactant: [C:1]([O:5][C:6]([N:8]1[CH2:13][CH2:12][CH:11]([C:14]2[NH:15][CH:16]=[C:17]([C:19]3[CH:24]=[CH:23][C:22]([F:25])=[C:21]([C:26]([F:29])([F:28])[F:27])[CH:20]=3)[N:18]=2)[CH:10]([F:30])[CH2:9]1)=[O:7])([CH3:4])([CH3:3])[CH3:2].CN(C=O)C.[H-].[Na+].[C:38]([O:42][C:43](=[O:48])[NH:44][CH2:45][CH2:46]Br)([CH3:41])([CH3:40])[CH3:39]. Product: [C:1]([O:5][C:6]([N:8]1[CH2:13][CH2:12][CH:11]([C:14]2[N:15]([CH2:46][CH2:45][NH:44][C:43]([O:42][C:38]([CH3:41])([CH3:40])[CH3:39])=[O:48])[CH:16]=[C:17]([C:19]3[CH:24]=[CH:23][C:22]([F:25])=[C:21]([C:26]([F:27])([F:29])[F:28])[CH:20]=3)[N:18]=2)[CH:10]([F:30])[CH2:9]1)=[O:7])([CH3:4])([CH3:2])[CH3:3]. The catalyst class is: 13. (5) Reactant: [C:1]([O:5][C:6]([NH:8][CH2:9][C:10]1[CH:24]=[CH:23][C:22]([Cl:25])=[CH:21][C:11]=1[CH2:12][NH:13][C:14](=[O:20])[C@@H:15]1[CH2:19][CH2:18][CH2:17][NH:16]1)=[O:7])([CH3:4])([CH3:3])[CH3:2].[OH:26][CH:27]([CH:31]([CH2:34][CH3:35])[CH2:32][CH3:33])[C:28](O)=[O:29].CN1CCOCC1.CN([P+](ON1N=NC2C=CC=CC1=2)(N(C)C)N(C)C)C.F[P-](F)(F)(F)(F)F. Product: [CH2:32]([CH:31]([CH2:34][CH3:35])[CH:27]([OH:26])[C:28]([N:16]1[CH2:17][CH2:18][CH2:19][C@H:15]1[C:14]([NH:13][CH2:12][C:11]1[CH:21]=[C:22]([Cl:25])[CH:23]=[CH:24][C:10]=1[CH2:9][NH:8][C:6]([O:5][C:1]([CH3:4])([CH3:2])[CH3:3])=[O:7])=[O:20])=[O:29])[CH3:33]. The catalyst class is: 3.